Dataset: Full USPTO retrosynthesis dataset with 1.9M reactions from patents (1976-2016). Task: Predict the reactants needed to synthesize the given product. (1) Given the product [CH3:1][S:2][CH:3]([CH3:7])[CH2:4]/[CH:5]=[CH:15]/[C:16](=[O:18])[CH3:17], predict the reactants needed to synthesize it. The reactants are: [CH3:1][S:2][CH:3]([CH3:7])[CH2:4][CH:5]=O.C1(P(C2C=CC=CC=2)(C2C=CC=CC=2)=[CH:15][C:16](=[O:18])[CH3:17])C=CC=CC=1. (2) Given the product [NH2:27][CH2:26][CH2:25][NH:28][C:2]1[C:14]2[N:13]3[C:8]([C:9]([C:15]4[C:20]([CH3:21])=[CH:19][C:18]([CH3:22])=[CH:17][C:16]=4[CH3:23])=[CH:10][CH:11]=[CH:12]3)=[CH:7][C:6]=2[N:5]=[C:4]([CH3:24])[CH:3]=1, predict the reactants needed to synthesize it. The reactants are: Cl[C:2]1[C:14]2[N:13]3[C:8]([C:9]([C:15]4[C:20]([CH3:21])=[CH:19][C:18]([CH3:22])=[CH:17][C:16]=4[CH3:23])=[CH:10][CH:11]=[CH:12]3)=[CH:7][C:6]=2[N:5]=[C:4]([CH3:24])[CH:3]=1.[CH2:25]([NH2:28])[CH2:26][NH2:27]. (3) The reactants are: [CH3:1][O:2][N:3]=[C:4]1[C:12]2[C:7](=[CH:8][N:9]=[CH:10][C:11]=2[CH3:13])[O:6][CH2:5]1.[CH:14]1(B(O)O)C[CH2:15]1. Given the product [CH3:1][O:2][N:3]=[C:4]1[C:12]2[C:7](=[CH:8][N:9]=[CH:10][C:11]=2[CH:13]2[CH2:15][CH2:14]2)[O:6][CH2:5]1, predict the reactants needed to synthesize it. (4) Given the product [C:35]([C:34]1[CH:38]=[CH:39][CH:40]=[CH:41][C:33]=1[C:32]([NH:1][C:2]1[CH:3]=[C:4]([C:8]2[CH:9]=[C:10]([N:14]3[C:19](=[O:20])[C:18]([CH2:21][C:22]4[CH:23]=[N:24][CH:25]=[CH:26][CH:27]=4)=[N:17][C:16]4[CH:28]=[CH:29][CH:30]=[N:31][C:15]3=4)[CH:11]=[CH:12][CH:13]=2)[CH:5]=[CH:6][CH:7]=1)=[O:42])([OH:37])=[O:36], predict the reactants needed to synthesize it. The reactants are: [NH2:1][C:2]1[CH:3]=[C:4]([C:8]2[CH:9]=[C:10]([N:14]3[C:19](=[O:20])[C:18]([CH2:21][C:22]4[CH:23]=[N:24][CH:25]=[CH:26][CH:27]=4)=[N:17][C:16]4[CH:28]=[CH:29][CH:30]=[N:31][C:15]3=4)[CH:11]=[CH:12][CH:13]=2)[CH:5]=[CH:6][CH:7]=1.[C:32]1(=[O:42])[O:37][C:35](=[O:36])[C:34]2=[CH:38][CH:39]=[CH:40][CH:41]=[C:33]12. (5) Given the product [Si:20]([O:37][CH2:38][CH2:39][CH2:40][CH2:41][CH2:42][CH2:43][CH:11]([C:12]1[CH:17]=[C:16]([F:18])[CH:15]=[CH:14][C:13]=1[F:19])[S:8]([C:5]1[CH:6]=[CH:7][C:2]([Cl:1])=[CH:3][CH:4]=1)(=[O:10])=[O:9])([C:33]([CH3:34])([CH3:35])[CH3:36])([C:27]1[CH:28]=[CH:29][CH:30]=[CH:31][CH:32]=1)[C:21]1[CH:26]=[CH:25][CH:24]=[CH:23][CH:22]=1, predict the reactants needed to synthesize it. The reactants are: [Cl:1][C:2]1[CH:7]=[CH:6][C:5]([S:8]([CH2:11][C:12]2[CH:17]=[C:16]([F:18])[CH:15]=[CH:14][C:13]=2[F:19])(=[O:10])=[O:9])=[CH:4][CH:3]=1.[Si:20]([O:37][CH2:38][CH2:39][CH2:40][CH2:41][CH2:42][CH2:43]O)([C:33]([CH3:36])([CH3:35])[CH3:34])([C:27]1[CH:32]=[CH:31][CH:30]=[CH:29][CH:28]=1)[C:21]1[CH:26]=[CH:25][CH:24]=[CH:23][CH:22]=1.C(C=P(CCCC)(CCCC)CCCC)#N.C(OCC)(=O)C. (6) The reactants are: C(N(C(C)C)CC)(C)C.[F:10][C:11]1[N:16]=[CH:15][C:14]([O:17][CH2:18][CH2:19][NH2:20])=[C:13]([I:21])[CH:12]=1.[C:22]([O:26][C:27](O[C:27]([O:26][C:22]([CH3:25])([CH3:24])[CH3:23])=[O:28])=[O:28])([CH3:25])([CH3:24])[CH3:23]. Given the product [C:22]([O:26][C:27](=[O:28])[NH:20][CH2:19][CH2:18][O:17][C:14]1[CH:15]=[N:16][C:11]([F:10])=[CH:12][C:13]=1[I:21])([CH3:25])([CH3:24])[CH3:23], predict the reactants needed to synthesize it.